Dataset: Peptide-MHC class II binding affinity with 134,281 pairs from IEDB. Task: Regression. Given a peptide amino acid sequence and an MHC pseudo amino acid sequence, predict their binding affinity value. This is MHC class II binding data. (1) The peptide sequence is KVFIDTIPNIMFFST. The MHC is DRB1_1302 with pseudo-sequence DRB1_1302. The binding affinity (normalized) is 0.954. (2) The peptide sequence is KSSKPLVGPFNFRFM. The MHC is HLA-DPA10201-DPB10501 with pseudo-sequence HLA-DPA10201-DPB10501. The binding affinity (normalized) is 0.331. (3) The peptide sequence is SIISIRPRVTKQYIVTTL. The MHC is DRB1_0101 with pseudo-sequence DRB1_0101. The binding affinity (normalized) is 0.419. (4) The peptide sequence is NVSHIQSAVVCGRRH. The MHC is DRB1_1201 with pseudo-sequence DRB1_1201. The binding affinity (normalized) is 0.404. (5) The peptide sequence is AIPKVPPGPNITATY. The MHC is HLA-DPA10103-DPB10201 with pseudo-sequence HLA-DPA10103-DPB10201. The binding affinity (normalized) is 0.